Dataset: Forward reaction prediction with 1.9M reactions from USPTO patents (1976-2016). Task: Predict the product of the given reaction. (1) Given the reactants [I:1][C:2]1[C:10]2[C:5](=[CH:6][CH:7]=[C:8]([C:11]3[S:15]C(NC)=[N:13][N:12]=3)[CH:9]=2)[NH:4][CH:3]=1.[CH3:18][C:19]([O-:22])([CH3:21])[CH3:20].[K+].[CH3:36][C:35]([O:34][C:32](O[C:32]([O:34][C:35]([CH3:38])([CH3:37])[CH3:36])=[O:33])=[O:33])([CH3:38])[CH3:37].[CH3:39][N:40]([CH:42]=[O:43])[CH3:41], predict the reaction product. The product is: [C:19]([O:22][C:42]([N:40]([CH3:41])[C:39]1[S:15][C:11]([C:8]2[CH:9]=[C:10]3[C:5](=[CH:6][CH:7]=2)[N:4]([C:32]([O:34][C:35]([CH3:36])([CH3:37])[CH3:38])=[O:33])[CH:3]=[C:2]3[I:1])=[N:12][N:13]=1)=[O:43])([CH3:21])([CH3:20])[CH3:18]. (2) Given the reactants [C:1]([O:5][C:6]([N:8]1[CH2:12][CH2:11][C@H:10]([OH:13])[C@@H:9]1[C:14]([OH:16])=[O:15])=[O:7])([CH3:4])([CH3:3])[CH3:2].[C:17]([Si:21](Cl)([CH3:23])[CH3:22])([CH3:20])([CH3:19])[CH3:18].C(N(CC)CC)C, predict the reaction product. The product is: [C:1]([O:5][C:6]([N:8]1[CH2:12][CH2:11][C@H:10]([O:13][Si:21]([C:17]([CH3:20])([CH3:19])[CH3:18])([CH3:23])[CH3:22])[C@@H:9]1[C:14]([OH:16])=[O:15])=[O:7])([CH3:4])([CH3:2])[CH3:3]. (3) Given the reactants [O:1]1[CH2:6][CH2:5][N:4]([C:7]2[N:12]=[C:11]([C:13]3[C:14]([C:20]([F:23])([F:22])[F:21])=[CH:15][C:16]([NH2:19])=[N:17][CH:18]=3)[CH:10]=[C:9]([N:24]3[CH2:29][CH2:28][O:27][CH2:26][CH2:25]3)[N:8]=2)[CH2:3][CH2:2]1.[H-].[Na+].I[CH2:33][CH2:34][CH3:35].O, predict the reaction product. The product is: [O:1]1[CH2:6][CH2:5][N:4]([C:7]2[N:12]=[C:11]([C:13]3[C:14]([C:20]([F:22])([F:21])[F:23])=[CH:15][C:16]([NH:19][CH2:33][CH2:34][CH3:35])=[N:17][CH:18]=3)[CH:10]=[C:9]([N:24]3[CH2:29][CH2:28][O:27][CH2:26][CH2:25]3)[N:8]=2)[CH2:3][CH2:2]1. (4) Given the reactants [C:1]([NH:8][CH2:9][CH2:10][C:11]([OH:13])=O)([O:3][C:4]([CH3:7])([CH3:6])[CH3:5])=[O:2].C(N1CCOCC1)C.O.OC1C2N=NNC=2C=CC=1.C(Cl)CCl.FC(F)(F)C(O)=O.[CH3:44][CH:45]([O:47][C:48]1[CH:55]=[CH:54][C:53]([C:56]2[O:60][N:59]=[C:58]([C:61]3[CH:70]=[CH:69][CH:68]=[C:67]4[C:62]=3[CH2:63][CH2:64][NH:65][CH2:66]4)[N:57]=2)=[CH:52][C:49]=1[C:50]#[N:51])[CH3:46], predict the reaction product. The product is: [C:50]([C:49]1[CH:52]=[C:53]([C:56]2[O:60][N:59]=[C:58]([C:61]3[CH:70]=[CH:69][CH:68]=[C:67]4[C:62]=3[CH2:63][CH2:64][N:65]([C:11](=[O:13])[CH2:10][CH2:9][NH:8][C:1](=[O:2])[O:3][C:4]([CH3:5])([CH3:6])[CH3:7])[CH2:66]4)[N:57]=2)[CH:54]=[CH:55][C:48]=1[O:47][CH:45]([CH3:46])[CH3:44])#[N:51]. (5) Given the reactants Cl[C:2]1C=C(C=CC=1)C(OO)=O.CS[C:14]1[N:15]=[CH:16][C:17]2[S:22][C:21]([C:23]([O:25][CH3:26])=[O:24])=[C:20]([C:27]3[CH:32]=[CH:31][CH:30]=[CH:29][CH:28]=3)[C:18]=2[N:19]=1.[S:33]([O-:37])([O-])(=[O:35])=S.[Na+].[Na+], predict the reaction product. The product is: [CH3:2][S:33]([C:14]1[N:15]=[CH:16][C:17]2[S:22][C:21]([C:23]([O:25][CH3:26])=[O:24])=[C:20]([C:27]3[CH:32]=[CH:31][CH:30]=[CH:29][CH:28]=3)[C:18]=2[N:19]=1)(=[O:37])=[O:35]. (6) Given the reactants [CH3:1][N:2]([CH3:27])[C:3]1[CH:4]=[CH:5][C:6]([C:11]2[S:12][C:13]3[CH:19]([O:20][CH2:21][O:22][CH2:23][CH2:24][O:25][CH3:26])[CH2:18][CH2:17][CH2:16][C:14]=3[N:15]=2)=[C:7]([CH2:9][OH:10])[CH:8]=1.CC(OI1(OC(C)=O)(OC(C)=O)OC(=O)C2C=CC=CC1=2)=O, predict the reaction product. The product is: [CH3:1][N:2]([CH3:27])[C:3]1[CH:4]=[CH:5][C:6]([C:11]2[S:12][C:13]3[CH:19]([O:20][CH2:21][O:22][CH2:23][CH2:24][O:25][CH3:26])[CH2:18][CH2:17][CH2:16][C:14]=3[N:15]=2)=[C:7]([CH:8]=1)[CH:9]=[O:10].